From a dataset of Forward reaction prediction with 1.9M reactions from USPTO patents (1976-2016). Predict the product of the given reaction. (1) The product is: [C:29]([O:33][C:34]([N:36]1[CH2:41][CH2:40][CH:39]([CH2:42][C:43](=[O:44])[N:7]([CH:8]2[CH2:9][CH2:10][N:11]([CH:14]([CH3:28])[CH2:15][CH2:16][NH:17][C:18]([C:20]3[C:25]([CH3:26])=[N:24][CH:23]=[N:22][C:21]=3[CH3:27])=[O:19])[CH2:12][CH2:13]2)[CH2:6][C:3]2[CH:4]=[CH:5][S:1][CH:2]=2)[CH2:38][CH2:37]1)=[O:35])([CH3:32])([CH3:31])[CH3:30]. Given the reactants [S:1]1[CH:5]=[CH:4][C:3]([CH2:6][NH:7][CH:8]2[CH2:13][CH2:12][N:11]([CH:14]([CH3:28])[CH2:15][CH2:16][NH:17][C:18]([C:20]3[C:21]([CH3:27])=[N:22][CH:23]=[N:24][C:25]=3[CH3:26])=[O:19])[CH2:10][CH2:9]2)=[CH:2]1.[C:29]([O:33][C:34]([N:36]1[CH2:41][CH2:40][CH:39]([CH2:42][C:43](O)=[O:44])[CH2:38][CH2:37]1)=[O:35])([CH3:32])([CH3:31])[CH3:30].CCN=C=NCCCN(C)C.C1C=CC2N(O)N=NC=2C=1.CCN(C(C)C)C(C)C, predict the reaction product. (2) Given the reactants Br[CH2:2][CH2:3][N:4]1[C:8]([CH2:9]Br)=[CH:7][C:6]([N+:11]([O-:13])=[O:12])=[N:5]1.[O:14]1[CH2:17][CH:16]([NH2:18])[CH2:15]1.C(N(C(C)C)CC)(C)C, predict the reaction product. The product is: [N+:11]([C:6]1[CH:7]=[C:8]2[CH2:9][N:18]([CH:16]3[CH2:17][O:14][CH2:15]3)[CH2:2][CH2:3][N:4]2[N:5]=1)([O-:13])=[O:12]. (3) Given the reactants [N+:1]([O-:4])(O)=[O:2].[Cl:5][C:6]1[C:11]([CH3:12])=[CH:10][C:9]([OH:13])=[C:8]([CH:14]([CH3:16])[CH3:15])[CH:7]=1, predict the reaction product. The product is: [Cl:5][C:6]1[CH:7]=[C:8]([CH:14]([CH3:15])[CH3:16])[C:9]([OH:13])=[C:10]([N+:1]([O-:4])=[O:2])[C:11]=1[CH3:12].